Dataset: Full USPTO retrosynthesis dataset with 1.9M reactions from patents (1976-2016). Task: Predict the reactants needed to synthesize the given product. (1) Given the product [F:53][C:47]1[CH:48]=[C:49]([F:52])[CH:50]=[CH:51][C:46]=1[CH2:45][O:43][C:40]1[CH:41]=[CH:42][C:37]([CH2:36][S:15][C:12]2[CH:13]=[CH:14][C:6]([O:5][CH2:4][C:3]([OH:2])=[O:16])=[C:7]3[C:11]=2[CH2:10][CH2:9][CH2:8]3)=[CH:38][CH:39]=1, predict the reactants needed to synthesize it. The reactants are: C[O:2][C:3](=[O:16])[CH2:4][O:5][C:6]1[CH:14]=[CH:13][C:12]([SH:15])=[C:11]2[C:7]=1[CH2:8][CH2:9][CH2:10]2.ClCC1(F)C=CC(OCC2C=CC=CC=2)=C(F)C1.O[CH2:36][C:37]1[CH:42]=[CH:41][C:40]([OH:43])=[CH:39][CH:38]=1.Br[CH2:45][C:46]1[CH:51]=[CH:50][C:49]([F:52])=[CH:48][C:47]=1[F:53].ClCC1(C(F)(F)F)C=CC(OCC2C=CC=CC=2)=CC1. (2) Given the product [C:1]([O:5][C:6](=[O:36])[NH:7][C@@H:8]([CH2:21][C:22]1[CH:27]=[CH:26][CH:25]=[C:24]([OH:28])[CH:23]=1)[C@@H:9]([OH:20])[CH2:10][C@H:11]([C:13](=[O:19])[NH:14][CH2:15][CH2:16][CH2:17][CH3:18])[CH3:12])([CH3:3])([CH3:4])[CH3:2], predict the reactants needed to synthesize it. The reactants are: [C:1]([O:5][C:6](=[O:36])[NH:7][C@@H:8]([CH2:21][C:22]1[CH:27]=[CH:26][CH:25]=[C:24]([O:28]CC2C=CC=CC=2)[CH:23]=1)[C@@H:9]([OH:20])[CH2:10][C@H:11]([C:13](=[O:19])[NH:14][CH2:15][CH2:16][CH2:17][CH3:18])[CH3:12])([CH3:4])([CH3:3])[CH3:2]. (3) Given the product [ClH:26].[NH2:7][CH:8]1[CH2:14][S:13][CH2:12][CH2:11][N:10]([CH2:15][C:16]2[CH:17]=[C:18]([F:23])[CH:19]=[C:20]([F:22])[CH:21]=2)[C:9]1=[O:24], predict the reactants needed to synthesize it. The reactants are: C(OC(=O)[NH:7][CH:8]1[CH2:14][S:13][CH2:12][CH2:11][N:10]([CH2:15][C:16]2[CH:21]=[C:20]([F:22])[CH:19]=[C:18]([F:23])[CH:17]=2)[C:9]1=[O:24])(C)(C)C.[ClH:26]. (4) Given the product [F:1][C:2]1[CH:3]=[CH:4][C:5]([N:8]2[C:12]([CH:13]([CH3:14])[CH3:15])=[C:11]([NH:16][C:28](=[O:29])[CH:27]([N:19]3[CH:20]=[C:21]([C:23]([F:24])([F:26])[F:25])[N:22]=[C:18]3[CH3:17])[CH3:31])[CH:10]=[N:9]2)=[CH:6][CH:7]=1, predict the reactants needed to synthesize it. The reactants are: [F:1][C:2]1[CH:7]=[CH:6][C:5]([N:8]2[C:12]([CH:13]([CH3:15])[CH3:14])=[C:11]([NH2:16])[CH:10]=[N:9]2)=[CH:4][CH:3]=1.[CH3:17][C:18]1[N:19]([CH:27]([CH3:31])[C:28](O)=[O:29])[CH:20]=[C:21]([C:23]([F:26])([F:25])[F:24])[N:22]=1.C(N(C(C)C)CC)(C)C.CN(C(ON1N=NC2C=CC=NC1=2)=[N+](C)C)C.F[P-](F)(F)(F)(F)F. (5) The reactants are: [C:1]([NH:4][C:5]1[S:6][C:7]([C:11]2[N:12]=[C:13]([C:16](Cl)=[O:17])[S:14][CH:15]=2)=[C:8]([CH3:10])[N:9]=1)(=[O:3])[CH3:2].[NH:19]1[CH2:24][CH2:23][CH:22]([CH2:25][CH2:26][OH:27])[CH2:21][CH2:20]1.C(N(CC)CC)C. Given the product [OH:27][CH2:26][CH2:25][CH:22]1[CH2:23][CH2:24][N:19]([C:16]([C:13]2[S:14][CH:15]=[C:11]([C:7]3[S:6][C:5]([NH:4][C:1](=[O:3])[CH3:2])=[N:9][C:8]=3[CH3:10])[N:12]=2)=[O:17])[CH2:20][CH2:21]1, predict the reactants needed to synthesize it. (6) Given the product [C:16]([C:20]1[N:21]=[C:22]([Cl:30])[C:23]2[N:24]([C:26](=[O:29])[NH:27][N:28]=2)[C:25]=1[CH:6]([OH:35])[CH2:7][CH:2]([CH3:10])[CH3:1])([CH3:19])([CH3:17])[CH3:18], predict the reactants needed to synthesize it. The reactants are: [CH3:1][C:2]1([CH3:10])[CH2:7][CH2:6]CC(C)(C)N1.C([Li])CCC.[C:16]([C:20]1[N:21]=[C:22]([Cl:30])[C:23]2[N:24]([C:26](=[O:29])[NH:27][N:28]=2)[CH:25]=1)([CH3:19])([CH3:18])[CH3:17].C(=[O:35])C(C)C. (7) Given the product [NH3:7].[CH3:11][OH:12].[CH3:36][N:37]1[CH2:43][CH2:42][CH2:41][N:40]([C:11]([N:33]2[CH2:32][CH2:31][CH:30]([NH:29][C:25]3[N:24]=[C:23]([C:18]4[N:19]([CH:20]([CH3:22])[CH3:21])[C:15]([CH3:14])=[N:16][CH:17]=4)[CH:28]=[CH:27][N:26]=3)[CH2:35][CH2:34]2)=[O:12])[CH2:39][CH2:38]1, predict the reactants needed to synthesize it. The reactants are: C1C([N+:7]([O-])=O)=CC=C([Cl-][C:11]([O-])=[O:12])C=1.[CH3:14][C:15]1[N:19]([CH:20]([CH3:22])[CH3:21])[C:18]([C:23]2[CH:28]=[CH:27][N:26]=[C:25]([NH:29][CH:30]3[CH2:35][CH2:34][NH:33][CH2:32][CH2:31]3)[N:24]=2)=[CH:17][N:16]=1.[CH3:36][N:37]1[CH2:43][CH2:42][CH2:41][NH:40][CH2:39][CH2:38]1. (8) The reactants are: C(OC(=O)[NH:7][C:8]1[CH:13]=[C:12]([N:14]2[CH2:18][CH2:17][CH2:16][CH2:15]2)[C:11]([CH3:19])=[CH:10][C:9]=1[NH:20][C:21](=[O:37])[CH2:22][C:23]([C:25]1[CH:30]=[CH:29][CH:28]=[C:27]([C:31]2[O:35][N:34]=[C:33]([CH3:36])[CH:32]=2)[CH:26]=1)=O)(C)(C)C.C(O)(C(F)(F)F)=O. Given the product [CH3:19][C:11]1[C:12]([N:14]2[CH2:18][CH2:17][CH2:16][CH2:15]2)=[CH:13][C:8]2[N:7]=[C:23]([C:25]3[CH:30]=[CH:29][CH:28]=[C:27]([C:31]4[O:35][N:34]=[C:33]([CH3:36])[CH:32]=4)[CH:26]=3)[CH2:22][C:21](=[O:37])[NH:20][C:9]=2[CH:10]=1, predict the reactants needed to synthesize it. (9) The reactants are: [C:1]([C:4]1[N:5]=[C:6]2[C:12]3[CH:13]=[C:14]([C:18]#[C:19][C:20]([OH:23])([CH3:22])[CH3:21])[C:15]([F:17])=[CH:16][C:11]=3[O:10][CH2:9][CH2:8][N:7]2[C:24]=1[C:25]([OH:27])=O)(=[O:3])[NH2:2].Cl.Cl.[CH3:30][N:31]1[CH2:36][CH2:35][CH2:34][CH:33]([NH2:37])[CH2:32]1. Given the product [F:17][C:15]1[C:14]([C:18]#[C:19][C:20]([OH:23])([CH3:22])[CH3:21])=[CH:13][C:12]2[C:6]3[N:7]([C:24]([C:25]([NH:37][CH:33]4[CH2:34][CH2:35][CH2:36][N:31]([CH3:30])[CH2:32]4)=[O:27])=[C:4]([C:1]([NH2:2])=[O:3])[N:5]=3)[CH2:8][CH2:9][O:10][C:11]=2[CH:16]=1, predict the reactants needed to synthesize it. (10) Given the product [O:25]1[C:29]2[CH:30]=[CH:31][C:32]([C:34]3[NH:22][C:21]4[CH:20]=[CH:19][C:6]([NH:7][C:8](=[O:18])[C:9]5[CH:14]=[CH:13][C:12]([N:15]([CH3:17])[CH3:16])=[CH:11][CH:10]=5)=[CH:5][C:4]=4[N:1]=3)=[CH:33][C:28]=2[CH:27]=[CH:26]1, predict the reactants needed to synthesize it. The reactants are: [N+:1]([C:4]1[CH:5]=[C:6]([CH:19]=[CH:20][C:21]=1[N+:22]([O-])=O)[NH:7][C:8](=[O:18])[C:9]1[CH:14]=[CH:13][C:12]([N:15]([CH3:17])[CH3:16])=[CH:11][CH:10]=1)([O-])=O.[O:25]1[C:29]2[CH:30]=[CH:31][C:32]([CH:34]=O)=[CH:33][C:28]=2[CH:27]=[CH:26]1.